The task is: Regression. Given two drug SMILES strings and cell line genomic features, predict the synergy score measuring deviation from expected non-interaction effect.. This data is from NCI-60 drug combinations with 297,098 pairs across 59 cell lines. (1) Drug 1: C1=C(C(=O)NC(=O)N1)F. Drug 2: CC1=C(C(CCC1)(C)C)C=CC(=CC=CC(=CC(=O)O)C)C. Cell line: HL-60(TB). Synergy scores: CSS=32.3, Synergy_ZIP=-24.9, Synergy_Bliss=-44.7, Synergy_Loewe=-31.2, Synergy_HSA=-30.0. (2) Drug 1: CCCCCOC(=O)NC1=NC(=O)N(C=C1F)C2C(C(C(O2)C)O)O. Drug 2: CC(C)(C#N)C1=CC(=CC(=C1)CN2C=NC=N2)C(C)(C)C#N. Cell line: MOLT-4. Synergy scores: CSS=-12.2, Synergy_ZIP=10.3, Synergy_Bliss=3.44, Synergy_Loewe=-4.28, Synergy_HSA=-8.37. (3) Drug 1: C1CC2CC3=C(CC1C24CN(S(=O)(=O)N4)CC(F)(F)F)C=CC(=C3)C=CCN5CCC(CC5)C(F)(F)F. Drug 2: COCCOC1=C(C=C2C(=C1)C(=NC=N2)NC3=CC=CC(=C3)C#C)OCCOC. Cell line: NCIH23. Synergy scores: CSS=46.7, Synergy_ZIP=2.99, Synergy_Bliss=4.12, Synergy_Loewe=-1.31, Synergy_HSA=6.58. (4) Drug 1: COC1=C(C=C2C(=C1)N=CN=C2NC3=CC(=C(C=C3)F)Cl)OCCCN4CCOCC4. Drug 2: CS(=O)(=O)OCCCCOS(=O)(=O)C. Cell line: SF-268. Synergy scores: CSS=26.7, Synergy_ZIP=-3.98, Synergy_Bliss=0.120, Synergy_Loewe=-8.04, Synergy_HSA=-0.876. (5) Drug 1: CNC(=O)C1=CC=CC=C1SC2=CC3=C(C=C2)C(=NN3)C=CC4=CC=CC=N4. Drug 2: C1=CC(=C2C(=C1NCCNCCO)C(=O)C3=C(C=CC(=C3C2=O)O)O)NCCNCCO. Cell line: ACHN. Synergy scores: CSS=53.7, Synergy_ZIP=5.06, Synergy_Bliss=3.36, Synergy_Loewe=-13.6, Synergy_HSA=4.18. (6) Drug 1: CC1=CC2C(CCC3(C2CCC3(C(=O)C)OC(=O)C)C)C4(C1=CC(=O)CC4)C. Drug 2: CC1=C(C(CCC1)(C)C)C=CC(=CC=CC(=CC(=O)O)C)C. Cell line: SK-OV-3. Synergy scores: CSS=21.1, Synergy_ZIP=9.21, Synergy_Bliss=13.5, Synergy_Loewe=20.8, Synergy_HSA=14.3. (7) Drug 1: C1=CC(=CC=C1CCC2=CNC3=C2C(=O)NC(=N3)N)C(=O)NC(CCC(=O)O)C(=O)O. Drug 2: CCN(CC)CCCC(C)NC1=C2C=C(C=CC2=NC3=C1C=CC(=C3)Cl)OC. Cell line: EKVX. Synergy scores: CSS=16.3, Synergy_ZIP=-5.92, Synergy_Bliss=-3.44, Synergy_Loewe=-5.37, Synergy_HSA=-3.76.